The task is: Predict the reaction yield, written as a fraction of the theoretical maximum amount of product (1.0 means a 100% yield; for example, 0.34 means a 34% yield).. This data is from Reaction yield outcomes from USPTO patents with 853,638 reactions. (1) The product is [CH3:36][C:2]1([CH3:1])[CH2:3][O:4][C:5]2([CH2:6][CH2:7][C:8]3([O:13][C:12](=[O:14])[N:11]([C@H:15]([C:17]4[CH:22]=[CH:21][C:20]([C:38]5[CH:43]=[CH:42][N:41]([CH3:44])[C:40](=[O:45])[CH:39]=5)=[CH:19][CH:18]=4)[CH3:16])[CH2:10][CH2:9]3)[CH2:32][CH2:33]2)[O:34][CH2:35]1. The reactants are [CH3:1][C:2]1([CH3:36])[CH2:35][O:34][C:5]2([CH2:33][CH2:32][C:8]3([O:13][C:12](=[O:14])[N:11]([C@H:15]([C:17]4[CH:22]=[CH:21][C:20](B5OC(C)(C)C(C)(C)O5)=[CH:19][CH:18]=4)[CH3:16])[CH2:10][CH2:9]3)[CH2:7][CH2:6]2)[O:4][CH2:3]1.Br[C:38]1[CH:43]=[CH:42][N:41]([CH3:44])[C:40](=[O:45])[CH:39]=1. The yield is 0.710. No catalyst specified. (2) The catalyst is Cl. The yield is 0.330. The reactants are [OH:1][C:2]1[C:7]([N+:8]([O-])=O)=[CH:6][CH:5]=[CH:4][C:3]=1[C:11]1[CH:16]=[CH:15][CH:14]=[C:13]([CH:17]=[C:18]2[S:22][C:21](=[O:23])[NH:20][C:19]2=[O:24])[CH:12]=1.[Sn](Cl)Cl. The product is [NH2:8][C:7]1[C:2]([OH:1])=[C:3]([C:11]2[CH:16]=[CH:15][CH:14]=[C:13]([CH:17]=[C:18]3[S:22][C:21](=[O:23])[NH:20][C:19]3=[O:24])[CH:12]=2)[CH:4]=[CH:5][CH:6]=1. (3) The reactants are [C:1]([O:5][C:6](=[O:14])/[CH:7]=[CH:8]/[C:9]([O:11]CC)=[O:10])([CH3:4])([CH3:3])[CH3:2].[OH-].[Na+].[Li+].[Cl-].OS([O-])(=O)=O.[K+]. The catalyst is C1COCC1. The product is [C:1]([O:5][C:6](=[O:14])/[CH:7]=[CH:8]/[C:9]([OH:11])=[O:10])([CH3:4])([CH3:2])[CH3:3]. The yield is 0.820. (4) The reactants are [Cl:1][C:2]1[CH:7]=[CH:6][C:5]([C:8]2[S:9][C:10]([C:14]([OH:16])=O)=[C:11]([CH3:13])[N:12]=2)=[CH:4][CH:3]=1.ON1C2C=CC=CC=2N=N1.CN1CCOCC1.Cl.CN(C)CCCN=C=NCC.[NH2:46][CH:47]1[CH2:52][CH2:51][CH2:50][N:49]([C:53]2[CH:54]=[C:55]([CH:62]=[CH:63][CH:64]=2)[O:56][CH2:57][C:58]([O:60][CH3:61])=[O:59])[CH2:48]1. The catalyst is CN(C)C=O.C(OCC)(=O)C. The product is [Cl:1][C:2]1[CH:3]=[CH:4][C:5]([C:8]2[S:9][C:10]([C:14]([NH:46][CH:47]3[CH2:52][CH2:51][CH2:50][N:49]([C:53]4[CH:54]=[C:55]([CH:62]=[CH:63][CH:64]=4)[O:56][CH2:57][C:58]([O:60][CH3:61])=[O:59])[CH2:48]3)=[O:16])=[C:11]([CH3:13])[N:12]=2)=[CH:6][CH:7]=1. The yield is 0.430. (5) The reactants are [Br:1][C:2]1[CH:3]=[C:4]([CH:21]=[CH:22][CH:23]=1)[CH2:5][N:6]1[C:14]2[C:13](=[O:15])[N:12]([CH3:16])[C:11](=[O:17])[N:10]([CH3:18])[C:9]=2[N:8]=[C:7]1[CH2:19][OH:20].[H-].[Na+].Br[CH2:27][CH2:28][CH2:29][CH3:30]. The catalyst is CN(C=O)C. The product is [Br:1][C:2]1[CH:3]=[C:4]([CH:21]=[CH:22][CH:23]=1)[CH2:5][N:6]1[C:14]2[C:13](=[O:15])[N:12]([CH3:16])[C:11](=[O:17])[N:10]([CH3:18])[C:9]=2[N:8]=[C:7]1[CH2:19][O:20][CH2:27][CH2:28][CH2:29][CH3:30]. The yield is 0.251. (6) The reactants are [CH:1]([C:3]1[CH:4]=[CH:5][C:6]2[C:15]3[CH:14]=[C:13]4[CH2:16][CH2:17][CH2:18][C:19](=[O:20])[C:12]4=[CH:11][C:10]=3[O:9][CH2:8][C:7]=2[CH:21]=1)=[CH2:2].C1C(=O)N([Br:29])C(=O)C1.[OH2:30]. The catalyst is C1COCC1.CS(C)=O.CCOC(C)=O.O=[Mn]=O. The product is [Br:29][CH2:2][C:1]([C:3]1[CH:4]=[CH:5][C:6]2[C:15]3[CH:14]=[C:13]4[CH2:16][CH2:17][CH2:18][C:19](=[O:20])[C:12]4=[CH:11][C:10]=3[O:9][CH2:8][C:7]=2[CH:21]=1)=[O:30]. The yield is 0.560. (7) The reactants are C(N(C(C)C)CC)(C)C.[C:10](Cl)(=[O:14])[CH:11]([CH3:13])[CH3:12].[F:16][C:17]1[C:25]([O:26][C:27]2[C:36]3[C:31](=[CH:32][C:33]([O:39][CH2:40][CH:41]4[CH2:46][CH2:45][NH:44][CH2:43][CH2:42]4)=[C:34]([O:37][CH3:38])[CH:35]=3)[N:30]=[CH:29][N:28]=2)=[CH:24][CH:23]=[C:22]2[C:18]=1[CH:19]=[C:20]([CH3:47])[NH:21]2. The catalyst is C(Cl)Cl. The product is [F:16][C:17]1[C:25]([O:26][C:27]2[C:36]3[C:31](=[CH:32][C:33]([O:39][CH2:40][CH:41]4[CH2:46][CH2:45][N:44]([C:10](=[O:14])[CH:11]([CH3:13])[CH3:12])[CH2:43][CH2:42]4)=[C:34]([O:37][CH3:38])[CH:35]=3)[N:30]=[CH:29][N:28]=2)=[CH:24][CH:23]=[C:22]2[C:18]=1[CH:19]=[C:20]([CH3:47])[NH:21]2. The yield is 0.520.